This data is from Full USPTO retrosynthesis dataset with 1.9M reactions from patents (1976-2016). The task is: Predict the reactants needed to synthesize the given product. Given the product [Cl:1][C:2]1[CH:3]=[C:4]([C:8]2[O:12][N:11]=[CH:10][C:9]=2[C:13]([NH:24][CH2:23][C:22]2[CH:25]=[CH:26][C:19]([O:18][C:17]([F:16])([F:27])[F:28])=[CH:20][CH:21]=2)=[O:15])[CH:5]=[CH:6][CH:7]=1, predict the reactants needed to synthesize it. The reactants are: [Cl:1][C:2]1[CH:3]=[C:4]([C:8]2[O:12][N:11]=[CH:10][C:9]=2[C:13]([OH:15])=O)[CH:5]=[CH:6][CH:7]=1.[F:16][C:17]([F:28])([F:27])[O:18][C:19]1[CH:26]=[CH:25][C:22]([CH2:23][NH2:24])=[CH:21][CH:20]=1.